This data is from Catalyst prediction with 721,799 reactions and 888 catalyst types from USPTO. The task is: Predict which catalyst facilitates the given reaction. (1) Reactant: [NH2:1][CH2:2][CH2:3][O:4][C:5]1[CH:6]=[C:7]2[C:12](=[CH:13][CH:14]=1)[N:11]=[C:10]([NH:15][CH3:16])[N:9]=[CH:8]2.CS(C)=O.C(N(CC)C(C)C)(C)C.[C:30]([C:32]1[CH:33]=[N:34][C:35](F)=[C:36]([CH:49]=1)[C:37]([NH:39][C@H:40]([C:42]1[CH:47]=[CH:46][C:45]([F:48])=[CH:44][CH:43]=1)[CH3:41])=[O:38])#[N:31]. Product: [C:30]([C:32]1[CH:33]=[N:34][C:35]([NH:1][CH2:2][CH2:3][O:4][C:5]2[CH:6]=[C:7]3[C:12](=[CH:13][CH:14]=2)[N:11]=[C:10]([NH:15][CH3:16])[N:9]=[CH:8]3)=[C:36]([CH:49]=1)[C:37]([NH:39][C@H:40]([C:42]1[CH:47]=[CH:46][C:45]([F:48])=[CH:44][CH:43]=1)[CH3:41])=[O:38])#[N:31]. The catalyst class is: 67. (2) Reactant: F[C:2]1[CH:11]=[CH:10][N:9]=[C:8]2[C:3]=1[CH2:4][CH2:5][C:6](=[O:12])[NH:7]2.[OH:13][C:14]1[CH:15]=[C:16]2[C:21](=[CH:22][CH:23]=1)[N:20]=[CH:19][C:18]([C:24]([OH:26])=[O:25])=[CH:17]2.C(=O)([O-])[O-].[Cs+].[Cs+].Cl. Product: [O:12]=[C:6]1[NH:7][C:8]2[N:9]=[CH:10][CH:11]=[C:2]([O:13][C:14]3[CH:15]=[C:16]4[C:21](=[CH:22][CH:23]=3)[N:20]=[CH:19][C:18]([C:24]([OH:26])=[O:25])=[CH:17]4)[C:3]=2[CH2:4][CH2:5]1. The catalyst class is: 145. (3) Reactant: C[O:2][N:3]=[C:4]1[CH2:7][CH2:6][CH:5]1[N:8]1[CH2:13][CH2:12][CH:11]([CH2:14][C:15]2[CH:20]=[CH:19][C:18]([Cl:21])=[CH:17][CH:16]=2)[CH2:10][CH2:9]1.Cl. Product: [NH4+:3].[OH-:2].[Cl:21][C:18]1[CH:17]=[CH:16][C:15]([CH2:14][CH:11]2[CH2:12][CH2:13][N:8]([C@H:5]3[CH2:6][CH2:7][C@H:4]3[NH2:3])[CH2:9][CH2:10]2)=[CH:20][CH:19]=1. The catalyst class is: 1.